The task is: Predict the reactants needed to synthesize the given product.. This data is from Full USPTO retrosynthesis dataset with 1.9M reactions from patents (1976-2016). (1) The reactants are: [CH3:1][O:2][C:3](=[O:12])[C:4]1[CH:9]=[C:8]([I:10])[CH:7]=[CH:6][C:5]=1[OH:11].C(=O)([O-])[O-].[K+].[K+].[CH2:19](I)[CH2:20][CH3:21]. Given the product [CH3:1][O:2][C:3](=[O:12])[C:4]1[CH:9]=[C:8]([I:10])[CH:7]=[CH:6][C:5]=1[O:11][CH2:19][CH2:20][CH3:21], predict the reactants needed to synthesize it. (2) Given the product [Br:1][C:2]1[CH:11]=[CH:10][C:9]2[N:8]=[CH:7][C:6]3[N:12]([S:42]([C:37]4[CH:36]=[C:35]([F:34])[CH:40]=[C:39]([F:41])[CH:38]=4)(=[O:44])=[O:43])[C:13](=[O:26])[N:14]([C:15]4[CH:20]=[CH:19][C:18]([C:21]([CH3:24])([CH3:25])[C:22]#[N:23])=[CH:17][CH:16]=4)[C:5]=3[C:4]=2[CH:3]=1, predict the reactants needed to synthesize it. The reactants are: [Br:1][C:2]1[CH:11]=[CH:10][C:9]2[N:8]=[CH:7][C:6]3[NH:12][C:13](=[O:26])[N:14]([C:15]4[CH:20]=[CH:19][C:18]([C:21]([CH3:25])([CH3:24])[C:22]#[N:23])=[CH:17][CH:16]=4)[C:5]=3[C:4]=2[CH:3]=1.C(N(CC)CC)C.[F:34][C:35]1[CH:36]=[C:37]([S:42](Cl)(=[O:44])=[O:43])[CH:38]=[C:39]([F:41])[CH:40]=1.O.